This data is from Forward reaction prediction with 1.9M reactions from USPTO patents (1976-2016). The task is: Predict the product of the given reaction. The product is: [CH:15]1[C:16]2[C:21](=[CH:20][CH:19]=[CH:18][CH:17]=2)[CH:22]=[CH:23][C:14]=1[S:11]([N:8]1[CH2:9][CH2:10][N:5]([C:3](=[O:4])[CH2:2][CH2:30][C:24]2[CH:29]=[CH:28][CH:27]=[CH:26][CH:25]=2)[CH2:6][CH2:7]1)(=[O:13])=[O:12]. Given the reactants Cl[CH2:2][C:3]([N:5]1[CH2:10][CH2:9][N:8]([S:11]([C:14]2[CH:23]=[CH:22][C:21]3[C:16](=[CH:17][CH:18]=[CH:19][CH:20]=3)[CH:15]=2)(=[O:13])=[O:12])[CH2:7][CH2:6]1)=[O:4].[C:24]1([CH2:30]CC(O)=O)[CH:29]=[CH:28][CH:27]=[CH:26][CH:25]=1.CCN(C(C)C)C(C)C.CN(C(ON1N=NC2C=CC=NC1=2)=[N+](C)C)C.F[P-](F)(F)(F)(F)F, predict the reaction product.